This data is from Full USPTO retrosynthesis dataset with 1.9M reactions from patents (1976-2016). The task is: Predict the reactants needed to synthesize the given product. Given the product [F:1][C:2]1[CH:7]=[C:6]([F:8])[CH:5]=[CH:4][C:3]=1[C:9]([OH:34])([CH2:28][N:29]1[CH:33]=[N:32][N:31]=[N:30]1)[C:10]([F:27])([F:26])[C:11]1[CH:16]=[CH:15][C:14]([CH2:17][CH2:18][CH2:19][O:20][CH2:21][C:22]([F:25])([F:24])[F:23])=[CH:13][N:12]=1, predict the reactants needed to synthesize it. The reactants are: [F:1][C:2]1[CH:7]=[C:6]([F:8])[CH:5]=[CH:4][C:3]=1[C:9]([OH:34])([CH2:28][N:29]1[CH:33]=[N:32][N:31]=[N:30]1)[C:10]([F:27])([F:26])[C:11]1[CH:16]=[CH:15][C:14](/[CH:17]=[CH:18]/[CH2:19][O:20][CH2:21][C:22]([F:25])([F:24])[F:23])=[CH:13][N:12]=1.